The task is: Regression. Given a peptide amino acid sequence and an MHC pseudo amino acid sequence, predict their binding affinity value. This is MHC class I binding data.. This data is from Peptide-MHC class I binding affinity with 185,985 pairs from IEDB/IMGT. The peptide sequence is EPADHLAIM. The MHC is HLA-B15:01 with pseudo-sequence HLA-B15:01. The binding affinity (normalized) is 0.0847.